Dataset: M1 muscarinic receptor antagonist screen with 61,756 compounds. Task: Binary Classification. Given a drug SMILES string, predict its activity (active/inactive) in a high-throughput screening assay against a specified biological target. (1) The molecule is S(CC(=O)N1CCOCC1)CC(=O)Nc1ccccc1. The result is 0 (inactive). (2) The compound is Brc1ccc(NCc2c(O)c(Cl)cc(Cl)c2)nc1. The result is 0 (inactive). (3) The compound is S(Cc1oc(cc1)C(OC)=O)c1oc(nn1)CNC(=O)c1sccc1. The result is 0 (inactive). (4) The molecule is O1C(CCC1)C(=O)N1CCCN(CC1)c1nc2c(cc1C#N)ccc(c2)C. The result is 0 (inactive). (5) The result is 0 (inactive). The compound is S(=O)(=O)(NC1CCCCC1)c1ccc(OCC(=O)N2CCN(CC2)c2c(OC)cccc2)cc1. (6) The drug is S(CC(=O)N1CCC(CC1)C(=O)N)c1nc2CCCCc2c(n1)c1ccccc1. The result is 0 (inactive). (7) The result is 0 (inactive). The drug is O=C(Nc1ccc(cc1)C)C1N(CCC1)C(=O)Nc1ccc(OC)cc1.